Predict the reactants needed to synthesize the given product. From a dataset of Full USPTO retrosynthesis dataset with 1.9M reactions from patents (1976-2016). (1) The reactants are: [N:1]1[C:5]2[CH:6]=[CH:7][CH:8]=[CH:9][C:4]=2[NH:3][C:2]=1[CH2:10][C:11]#[N:12].[C:13]([CH:16]([CH2:22][C:23]([O:25][CH2:26][CH3:27])=[O:24])[C:17](OCC)=[O:18])(=O)[CH3:14].C([O-])(=O)C.[NH4+]. Given the product [CH2:26]([O:25][C:23]([CH2:22][C:16]1[C:17](=[O:18])[N:3]2[C:2]([NH:1][C:5]3[CH:6]=[CH:7][CH:8]=[CH:9][C:4]=32)=[C:10]([C:11]#[N:12])[C:13]=1[CH3:14])=[O:24])[CH3:27], predict the reactants needed to synthesize it. (2) Given the product [CH3:1][N:2]([CH2:3][C:4]1[CH:9]=[CH:8][C:7]([C:10]([N:12]2[CH2:18][C:17]3([CH3:20])[CH2:19][CH:13]2[CH2:14][C:15]([CH3:22])([CH3:21])[CH2:16]3)=[O:11])=[CH:6][CH:5]=1)[S:26]([CH2:25][C:24]([F:31])([F:30])[F:23])(=[O:28])=[O:27], predict the reactants needed to synthesize it. The reactants are: [CH3:1][NH:2][CH2:3][C:4]1[CH:9]=[CH:8][C:7]([C:10]([N:12]2[CH2:18][C:17]3([CH3:20])[CH2:19][CH:13]2[CH2:14][C:15]([CH3:22])([CH3:21])[CH2:16]3)=[O:11])=[CH:6][CH:5]=1.[F:23][C:24]([F:31])([F:30])[CH2:25][S:26](Cl)(=[O:28])=[O:27]. (3) Given the product [CH3:19][C:11](=[CH2:10])[C:12]([O:14][CH2:15][CH:16]([O:18][C:7]1[CH:6]=[CH:5][C:4]([Br:9])=[CH:3][CH:2]=1)[CH3:17])=[O:13], predict the reactants needed to synthesize it. The reactants are: O[C:2]1[CH:7]=[CH:6][C:5](O)=[C:4]([Br:9])[CH:3]=1.[CH3:10][C:11](=[CH2:19])[C:12]([O:14][CH2:15][CH:16]([OH:18])[CH3:17])=[O:13].C1(P(C2C=CC=CC=2)C2C=CC=CC=2)C=CC=CC=1.CC(OC(/N=N/C(OC(C)C)=O)=O)C. (4) Given the product [C:1]([O:5][C:6]([NH:8][C:12]1([C:13]([OH:15])=[O:14])[CH2:16][O:26][C:9]([CH3:18])([CH3:17])[O:10][CH2:11]1)=[O:7])([CH3:4])([CH3:3])[CH3:2], predict the reactants needed to synthesize it. The reactants are: [C:1]([O:5][C:6]([N:8]1[C@@:12]([CH3:16])([C:13]([OH:15])=[O:14])[CH2:11][O:10][C:9]1([CH3:18])[CH3:17])=[O:7])([CH3:4])([CH3:3])[CH3:2].CN(C([O:26]N1N=NC2C=CC=NC1=2)=[N+](C)C)C.F[P-](F)(F)(F)(F)F.CCN(C(C)C)C(C)C.Cl.NCC(C1C=CC(OCCCCCCCC)=C(C(F)(F)F)C=1)=O. (5) The reactants are: [CH2:1]([O:3][C:4]([CH:6]1[CH2:11][NH:10][C:9]2[CH:12]=[C:13]([Cl:17])[C:14]([Cl:16])=[CH:15][C:8]=2[O:7]1)=[O:5])[CH3:2].[C:18](=O)([O:24]C(C)(C)C)[O:19][C:20]([CH3:23])([CH3:22])[CH3:21]. Given the product [CH3:2][CH2:1][O:3][C:4]([CH:6]1[CH2:11][N:10]([C:18]([O:19][C:20]([CH3:23])([CH3:22])[CH3:21])=[O:24])[C:9]2[CH:12]=[C:13]([Cl:17])[C:14]([Cl:16])=[CH:15][C:8]=2[O:7]1)=[O:5], predict the reactants needed to synthesize it. (6) Given the product [C:13]([O:17][C:18]([N:20]1[CH2:25][CH2:24][N:23]([C:2]2[CH:7]=[C:6]([Cl:8])[CH:5]=[C:4]([Cl:9])[C:3]=2[N+:10]([O-:12])=[O:11])[CH2:22][CH2:21]1)=[O:19])([CH3:16])([CH3:14])[CH3:15], predict the reactants needed to synthesize it. The reactants are: Cl[C:2]1[CH:7]=[C:6]([Cl:8])[CH:5]=[C:4]([Cl:9])[C:3]=1[N+:10]([O-:12])=[O:11].[C:13]([O:17][C:18]([N:20]1[CH2:25][CH2:24][NH:23][CH2:22][CH2:21]1)=[O:19])([CH3:16])([CH3:15])[CH3:14].